Dataset: Reaction yield outcomes from USPTO patents with 853,638 reactions. Task: Predict the reaction yield, written as a fraction of the theoretical maximum amount of product (1.0 means a 100% yield; for example, 0.34 means a 34% yield). (1) The reactants are [CH:1]1([C:4](Cl)=[O:5])[CH2:3][CH2:2]1.Cl.[NH2:8][CH2:9][C:10]1[CH:15]=[CH:14][C:13]([C:16]([N:18]2[CH2:27][C:26]3[CH:25]=[N:24][N:23]([CH3:28])[C:22]=3[NH:21][C:20]3[CH:29]=[C:30]([Cl:33])[CH:31]=[CH:32][C:19]2=3)=[O:17])=[CH:12][C:11]=1[F:34].C1C(N=NC2C(=O)N(C3C=CC(S([O-])(=O)=O)=CC=3)N=C2C([O-])=O)=CC=C(S([O-])(=O)=O)C=1.[Na+].[Na+].[Na+].CCN(C(C)C)C(C)C. The catalyst is ClCCl. The product is [Cl:33][C:30]1[CH:31]=[CH:32][C:19]2[N:18]([C:16]([C:13]3[CH:14]=[CH:15][C:10]([CH2:9][NH:8][C:4]([CH:1]4[CH2:3][CH2:2]4)=[O:5])=[C:11]([F:34])[CH:12]=3)=[O:17])[CH2:27][C:26]3[CH:25]=[N:24][N:23]([CH3:28])[C:22]=3[NH:21][C:20]=2[CH:29]=1. The yield is 0.590. (2) The reactants are [Cl:1][C:2]1[C:3]([OH:12])=[N:4][CH:5]=[C:6]([CH:11]=1)[C:7]([O:9][CH3:10])=[O:8].I[CH:14]([CH3:16])[CH3:15].CCOC(C)=O.CCCCCCC. The catalyst is C1(C)C=CC=CC=1.C(=O)([O-])[O-].[Ag+2]. The product is [Cl:1][C:2]1[C:3]([O:12][CH:14]([CH3:16])[CH3:15])=[N:4][CH:5]=[C:6]([CH:11]=1)[C:7]([O:9][CH3:10])=[O:8]. The yield is 0.970.